This data is from NCI-60 drug combinations with 297,098 pairs across 59 cell lines. The task is: Regression. Given two drug SMILES strings and cell line genomic features, predict the synergy score measuring deviation from expected non-interaction effect. (1) Drug 1: C1=CC(=CC=C1C#N)C(C2=CC=C(C=C2)C#N)N3C=NC=N3. Drug 2: CCN(CC)CCNC(=O)C1=C(NC(=C1C)C=C2C3=C(C=CC(=C3)F)NC2=O)C. Cell line: SK-MEL-5. Synergy scores: CSS=-2.78, Synergy_ZIP=-1.83, Synergy_Bliss=-6.40, Synergy_Loewe=-8.82, Synergy_HSA=-6.72. (2) Drug 1: C1CC(=O)NC(=O)C1N2CC3=C(C2=O)C=CC=C3N. Drug 2: CC12CCC3C(C1CCC2=O)CC(=C)C4=CC(=O)C=CC34C. Cell line: SNB-75. Synergy scores: CSS=8.64, Synergy_ZIP=-5.25, Synergy_Bliss=-2.67, Synergy_Loewe=-14.2, Synergy_HSA=1.03. (3) Drug 1: CC1C(C(CC(O1)OC2CC(CC3=C2C(=C4C(=C3O)C(=O)C5=C(C4=O)C(=CC=C5)OC)O)(C(=O)CO)O)N)O.Cl. Drug 2: CCC1(C2=C(COC1=O)C(=O)N3CC4=CC5=C(C=CC(=C5CN(C)C)O)N=C4C3=C2)O.Cl. Cell line: NCI-H522. Synergy scores: CSS=26.6, Synergy_ZIP=-0.297, Synergy_Bliss=-1.29, Synergy_Loewe=-17.1, Synergy_HSA=1.57.